This data is from Reaction yield outcomes from USPTO patents with 853,638 reactions. The task is: Predict the reaction yield, written as a fraction of the theoretical maximum amount of product (1.0 means a 100% yield; for example, 0.34 means a 34% yield). (1) The reactants are [O:1]=[C:2]1[NH:7][C:6]2[CH:8]=[C:9]([C:12]#[N:13])[CH:10]=[CH:11][C:5]=2[O:4][CH2:3]1.[H-].[Na+].CS(O[CH2:21][CH2:22][N:23]1[CH2:28][CH:27]2[CH:25]([CH:26]2[NH:29][C:30]([O:32][C:33]([CH3:36])([CH3:35])[CH3:34])=[O:31])[CH2:24]1)(=O)=O.COC1C=C2C(C=CC(=O)N2CCN2CCC(NC(=O)OC(C)(C)C)CC2)=CC=1. The catalyst is ClCCl.CO. The yield is 0.940. The product is [C:12]([C:9]1[CH:10]=[CH:11][C:5]2[O:4][CH2:3][C:2](=[O:1])[N:7]([CH2:21][CH2:22][N:23]3[CH2:24][CH:25]4[CH:27]([CH:26]4[NH:29][C:30](=[O:31])[O:32][C:33]([CH3:36])([CH3:35])[CH3:34])[CH2:28]3)[C:6]=2[CH:8]=1)#[N:13]. (2) The reactants are C([N:8]1[CH2:12][CH2:11][CH:10]([C:13]2[CH:14]=[C:15]3[C:19](=[CH:20][CH:21]=2)[NH:18][C:17]([C:22]([NH:24][C:25]2[CH:30]=[CH:29][CH:28]=[C:27]([F:31])[CH:26]=2)=[O:23])=[CH:16]3)[CH2:9]1)C1C=CC=CC=1. The catalyst is CO.[Pd]. The product is [F:31][C:27]1[CH:26]=[C:25]([NH:24][C:22]([C:17]2[NH:18][C:19]3[C:15]([CH:16]=2)=[CH:14][C:13]([CH:10]2[CH2:11][CH2:12][NH:8][CH2:9]2)=[CH:21][CH:20]=3)=[O:23])[CH:30]=[CH:29][CH:28]=1. The yield is 0.280. (3) The reactants are [CH2:1]([C:3]([C:23]1[CH:28]=[CH:27][C:26](OS(C(F)(F)F)(=O)=O)=[C:25]([CH3:37])[CH:24]=1)([C:6]1[CH:11]=[CH:10][C:9](/[CH:12]=[CH:13]/[C:14]2([OH:21])[CH2:20][CH2:19][CH2:18][CH2:17][CH2:16][CH2:15]2)=[C:8]([CH3:22])[CH:7]=1)[CH2:4][CH3:5])[CH3:2].C([O-])(=O)C.[K+].[B:52]1([B:52]2[O:56][C:55]([CH3:58])([CH3:57])[C:54]([CH3:60])([CH3:59])[O:53]2)[O:56][C:55]([CH3:58])([CH3:57])[C:54]([CH3:60])([CH3:59])[O:53]1.[Cl-].[NH4+]. The catalyst is CS(C)=O.C1C=CC(P(C2C=CC=CC=2)[C-]2C=CC=C2)=CC=1.C1C=CC(P(C2C=CC=CC=2)[C-]2C=CC=C2)=CC=1.Cl[Pd]Cl.[Fe+2]. The product is [CH2:1]([C:3]([C:6]1[CH:11]=[CH:10][C:9](/[CH:12]=[CH:13]/[C:14]2([OH:21])[CH2:15][CH2:16][CH2:17][CH2:18][CH2:19][CH2:20]2)=[C:8]([CH3:22])[CH:7]=1)([C:23]1[CH:28]=[CH:27][C:26]([B:52]2[O:53][C:54]([CH3:59])([CH3:60])[C:55]([CH3:57])([CH3:58])[O:56]2)=[C:25]([CH3:37])[CH:24]=1)[CH2:4][CH3:5])[CH3:2]. The yield is 0.420. (4) The reactants are Br[C:2]1[CH:11]=[CH:10][C:9]2[C:4](=[CH:5][CH:6]=[C:7]([O:12][CH2:13][CH2:14][CH2:15][CH3:16])[CH:8]=2)[CH:3]=1.C([Li])CCC.C[O:23][B:24](OC)[O:25]C.[Cl-]. The catalyst is O1CCCC1.CCCCCC.O. The product is [CH2:13]([O:12][C:7]1[CH:8]=[C:9]2[C:4](=[CH:5][CH:6]=1)[CH:3]=[C:2]([B:24]([OH:25])[OH:23])[CH:11]=[CH:10]2)[CH2:14][CH2:15][CH3:16]. The yield is 0.920. (5) The reactants are [Br:1][C:2]1[C:7]2[N:8]=[C:9]([NH2:11])[S:10][C:6]=2[CH:5]=[C:4]([CH3:12])[C:3]=1[F:13].[C:14](O[C:14]([O:16][C:17]([CH3:20])([CH3:19])[CH3:18])=[O:15])([O:16][C:17]([CH3:20])([CH3:19])[CH3:18])=[O:15]. The catalyst is ClCCl.CN(C1C=CN=CC=1)C. The product is [C:17]([O:16][C:14](=[O:15])[NH:11][C:9]1[S:10][C:6]2[CH:5]=[C:4]([CH3:12])[C:3]([F:13])=[C:2]([Br:1])[C:7]=2[N:8]=1)([CH3:20])([CH3:19])[CH3:18]. The yield is 0.730. (6) The reactants are CN(C(ON1N=NC2C=CC=CC1=2)=[N+](C)C)C.[B-](F)(F)(F)F.C(N(C(C)C)CC)(C)C.[CH3:32][C:33]([O:36][C:37]([N:39]1[CH2:44][CH2:43][CH:42]([C:45]([OH:47])=O)[CH2:41][CH2:40]1)=[O:38])([CH3:35])[CH3:34].[Br:48][C:49]1[N:54]=[CH:53][C:52]([NH2:55])=[CH:51][CH:50]=1. The catalyst is CN(C=O)C.O. The product is [Br:48][C:49]1[N:54]=[CH:53][C:52]([NH:55][C:45]([CH:42]2[CH2:41][CH2:40][N:39]([C:37]([O:36][C:33]([CH3:32])([CH3:34])[CH3:35])=[O:38])[CH2:44][CH2:43]2)=[O:47])=[CH:51][CH:50]=1. The yield is 0.770. (7) The reactants are [Cl:1][C:2]1[CH:10]=[CH:9][C:5]([C:6]([OH:8])=O)=[CH:4][CH:3]=1.CN(C(ON1N=NC2C=CC=CC1=2)=[N+](C)C)C.[B-](F)(F)(F)F.CCN(C(C)C)C(C)C.[CH3:42][CH:43]([CH3:52])[C@H:44]([NH2:51])[CH2:45][N:46]1[CH2:50][CH2:49][CH2:48][CH2:47]1. The catalyst is CN(C=O)C. The product is [Cl:1][C:2]1[CH:3]=[CH:4][C:5]([C:6]([NH:51][C@@H:44]([CH:43]([CH3:52])[CH3:42])[CH2:45][N:46]2[CH2:50][CH2:49][CH2:48][CH2:47]2)=[O:8])=[CH:9][CH:10]=1. The yield is 0.820.